From a dataset of Forward reaction prediction with 1.9M reactions from USPTO patents (1976-2016). Predict the product of the given reaction. (1) Given the reactants C[O:2][C:3](=[O:22])[C:4]1[CH:9]=[CH:8][CH:7]=[CH:6][C:5]=1CSC1C=CC=C2C=1N=CC=C2.[Li+].[OH-], predict the reaction product. The product is: [C:3]([OH:22])(=[O:2])[C:4]1[CH:9]=[CH:8][CH:7]=[CH:6][CH:5]=1. (2) Given the reactants O=[C:2]1[CH2:6][CH2:5][CH2:4][CH:3]1[C:7]#[N:8].[F:9][C:10]([F:15])([F:14])[CH2:11][NH:12][NH2:13], predict the reaction product. The product is: [F:9][C:10]([F:15])([F:14])[CH2:11][N:12]1[C:7]([NH2:8])=[C:3]2[CH2:4][CH2:5][CH2:6][C:2]2=[N:13]1. (3) Given the reactants Br[C:2]1[CH:3]=[C:4]2[C:9](=[CH:10][CH:11]=1)[CH:8]=[C:7]([OH:12])[CH:6]=[CH:5]2.[F:13][C:14]1[CH:15]=[CH:16][C:17](B2OC(C)(C)C(C)(C)O2)=[C:18]([CH:21]=1)[C:19]#[N:20].C(=O)([O-])[O-:32].[Na+].[Na+].Cl, predict the reaction product. The product is: [F:13][C:14]1[CH:15]=[CH:16][C:17]([C:2]2[CH:11]=[CH:10][C:9]3[C:4](=[CH:5][CH:6]=[C:7]([OH:12])[CH:8]=3)[CH:3]=2)=[C:18]([CH:21]=1)[C:19]([NH2:20])=[O:32]. (4) Given the reactants [Cl:1][C:2]1[C:7]([C:8]2[CH:13]=[CH:12][CH:11]=[CH:10][CH:9]=2)=[N:6][N:5]=[C:4]2[NH:14][N:15]=[C:16]([C:17]3[CH:22]=[CH:21][CH:20]=[CH:19][CH:18]=3)[C:3]=12.[CH:23]([O:26][CH2:27][CH2:28]O)([CH3:25])[CH3:24].N(C(OCC)=O)=NC(OCC)=O.C1(P(C2C=CC=CC=2)C2C=CC=CC=2)C=CC=CC=1, predict the reaction product. The product is: [Cl:1][C:2]1[C:7]([C:8]2[CH:9]=[CH:10][CH:11]=[CH:12][CH:13]=2)=[N:6][N:5]=[C:4]2[N:14]([CH2:28][CH2:27][O:26][CH:23]([CH3:25])[CH3:24])[N:15]=[C:16]([C:17]3[CH:18]=[CH:19][CH:20]=[CH:21][CH:22]=3)[C:3]=12. (5) The product is: [CH2:18]([C:13]1[C:12]([CH2:11][O:10][C:8]2[CH:9]=[C:5]([C:3]([OH:4])=[O:2])[NH:6][N:7]=2)=[C:16]([CH3:17])[O:15][N:14]=1)[CH2:19][CH2:20][CH3:21]. Given the reactants C[O:2][C:3]([C:5]1[NH:6][N:7]=[C:8]([O:10][CH2:11][C:12]2[C:13]([CH2:18][CH2:19][CH2:20][CH3:21])=[N:14][O:15][C:16]=2[CH3:17])[CH:9]=1)=[O:4].COC(C1NN=C(OCC2C(C3C=CC(F)=CC=3)=NOC=2C)C=1)=O, predict the reaction product.